This data is from Peptide-MHC class I binding affinity with 185,985 pairs from IEDB/IMGT. The task is: Regression. Given a peptide amino acid sequence and an MHC pseudo amino acid sequence, predict their binding affinity value. This is MHC class I binding data. (1) The peptide sequence is FPLKLRGTAV. The MHC is HLA-B35:01 with pseudo-sequence HLA-B35:01. The binding affinity (normalized) is 0.222. (2) The peptide sequence is YLDEAGGHL. The MHC is HLA-A02:01 with pseudo-sequence HLA-A02:01. The binding affinity (normalized) is 0.711. (3) The peptide sequence is TTYDFLARK. The MHC is HLA-A11:01 with pseudo-sequence HLA-A11:01. The binding affinity (normalized) is 1.00. (4) The peptide sequence is VGIPSHRHI. The MHC is HLA-A23:01 with pseudo-sequence HLA-A23:01. The binding affinity (normalized) is 0.216. (5) The peptide sequence is QSTYQLVQQL. The MHC is HLA-A01:01 with pseudo-sequence HLA-A01:01. The binding affinity (normalized) is 0.0434. (6) The peptide sequence is GVRQFSGWM. The MHC is HLA-B15:01 with pseudo-sequence HLA-B15:01. The binding affinity (normalized) is 0.0847. (7) The peptide sequence is ELVRKTRFL. The MHC is HLA-B18:01 with pseudo-sequence HLA-B18:01. The binding affinity (normalized) is 0.0847. (8) The peptide sequence is VENPDILRV. The MHC is HLA-B40:02 with pseudo-sequence HLA-B40:02. The binding affinity (normalized) is 0.339.